From a dataset of Catalyst prediction with 721,799 reactions and 888 catalyst types from USPTO. Predict which catalyst facilitates the given reaction. (1) Reactant: CS(O[CH:6]([C:19]1[CH:20]=[N:21][C:22]([NH:51][C:52]2[CH:53]=[N:54][C:55]([O:58][CH3:59])=[CH:56][CH:57]=2)=[C:23]([C:25]2[N:30]=[C:29]([N:31]([CH2:41][C:42]3[CH:47]=[CH:46][C:45]([O:48][CH3:49])=[CH:44][CH:43]=3)[CH2:32][C:33]3[CH:38]=[CH:37][C:36]([O:39][CH3:40])=[CH:35][CH:34]=3)[N:28]=[C:27]([CH3:50])[N:26]=2)[CH:24]=1)[C:7]1[CH:12]=[CH:11][C:10]([S:13](=[O:18])(=[O:17])[N:14]([CH3:16])[CH3:15])=[CH:9][CH:8]=1)(=O)=O.[NH3:60]. Product: [NH2:60][CH:6]([C:19]1[CH:20]=[N:21][C:22]([NH:51][C:52]2[CH:53]=[N:54][C:55]([O:58][CH3:59])=[CH:56][CH:57]=2)=[C:23]([C:25]2[N:30]=[C:29]([N:31]([CH2:32][C:33]3[CH:34]=[CH:35][C:36]([O:39][CH3:40])=[CH:37][CH:38]=3)[CH2:41][C:42]3[CH:47]=[CH:46][C:45]([O:48][CH3:49])=[CH:44][CH:43]=3)[N:28]=[C:27]([CH3:50])[N:26]=2)[CH:24]=1)[C:7]1[CH:12]=[CH:11][C:10]([S:13]([N:14]([CH3:15])[CH3:16])(=[O:18])=[O:17])=[CH:9][CH:8]=1. The catalyst class is: 135. (2) Reactant: [CH3:1][O:2][C:3]1[CH:11]=[CH:10][C:9]([CH2:12][N:13]2[CH:17]=[N:16][N:15]=[N:14]2)=[CH:8][C:4]=1[C:5](O)=[O:6].C(Cl)(=O)C([Cl:21])=O. Product: [CH3:1][O:2][C:3]1[CH:11]=[CH:10][C:9]([CH2:12][N:13]2[CH:17]=[N:16][N:15]=[N:14]2)=[CH:8][C:4]=1[C:5]([Cl:21])=[O:6]. The catalyst class is: 204. (3) Reactant: C([NH:9][C:10]([NH:12][C:13]1[C:18]([Br:19])=[CH:17][C:16]([F:20])=[CH:15][C:14]=1[Br:21])=[S:11])(=O)C1C=CC=CC=1.C[O-].[Na+]. Product: [Br:19][C:18]1[CH:17]=[C:16]([F:20])[CH:15]=[C:14]([Br:21])[C:13]=1[NH:12][C:10]([NH2:9])=[S:11]. The catalyst class is: 5. (4) Reactant: [CH3:1][C:2]1[CH:7]=[C:6]([C:8]2[S:12][CH:11]=[N:10][CH:9]=2)[N:5]=[C:4]([NH:13][C:14]2[CH:19]=[C:18]([C:20]([F:23])([F:22])[F:21])[CH:17]=[CH:16][N:15]=2)[CH:3]=1.[Li+].CC([N-]C(C)C)C.[CH3:32][O:33][C:34]1[CH:56]=[CH:55][C:37]([CH2:38][O:39][C:40]2[C:49]3[CH2:48][CH2:47][CH2:46][C:45](=[O:50])[C:44]=3[CH:43]=[CH:42][C:41]=2[C:51]([O:53][CH3:54])=[O:52])=[CH:36][CH:35]=1. Product: [OH:50][C:45]1([C:11]2[S:12][C:8]([C:6]3[CH:7]=[C:2]([CH3:1])[CH:3]=[C:4]([NH:13][C:14]4[CH:19]=[C:18]([C:20]([F:23])([F:21])[F:22])[CH:17]=[CH:16][N:15]=4)[N:5]=3)=[CH:9][N:10]=2)[CH2:46][CH2:47][CH2:48][C:49]2[C:40]([O:39][CH2:38][C:37]3[CH:55]=[CH:56][C:34]([O:33][CH3:32])=[CH:35][CH:36]=3)=[C:41]([C:51]([O:53][CH3:54])=[O:52])[CH:42]=[CH:43][C:44]1=2. The catalyst class is: 1. (5) Reactant: [CH3:1][N:2]1[CH:6]=[C:5]([C:7]2[N:12]=[C:11]([C:13]3[CH:14]=[N:15][NH:16][CH:17]=3)[N:10]3[CH:18]=[CH:19][N:20]=[C:9]3[CH:8]=2)[CH:4]=[N:3]1.C1CCN2C(=NCCC2)CC1.[F:32][C:33]1([F:40])[CH2:35][CH:34]1[CH:36]=[CH:37][C:38]#[N:39]. Product: [F:32][C:33]1([F:40])[CH2:35][CH:34]1[CH:36]([N:15]1[CH:14]=[C:13]([C:11]2[N:10]3[CH:18]=[CH:19][N:20]=[C:9]3[CH:8]=[C:7]([C:5]3[CH:4]=[N:3][N:2]([CH3:1])[CH:6]=3)[N:12]=2)[CH:17]=[N:16]1)[CH2:37][C:38]#[N:39]. The catalyst class is: 10.